From a dataset of Catalyst prediction with 721,799 reactions and 888 catalyst types from USPTO. Predict which catalyst facilitates the given reaction. (1) Reactant: [Cl:1][C:2]1[S:6][C:5]([CH:7]2[O:11]C(=O)[NH:9][CH:8]2[CH2:13][C:14]2[CH:19]=[CH:18][CH:17]=[C:16]([O:20][C:21]([F:26])([F:25])[CH:22]([F:24])[F:23])[CH:15]=2)=[CH:4][CH:3]=1.[OH-].[Na+].O. Product: [NH2:9][CH:8]([CH2:13][C:14]1[CH:19]=[CH:18][CH:17]=[C:16]([O:20][C:21]([F:25])([F:26])[CH:22]([F:23])[F:24])[CH:15]=1)[CH:7]([C:5]1[S:6][C:2]([Cl:1])=[CH:3][CH:4]=1)[OH:11]. The catalyst class is: 823. (2) Reactant: [CH2:1]([O:8][C:9]1[CH:10]=[CH:11][C:12]([C@@H:20]([O:34][Si:35]([C:38]([CH3:41])([CH3:40])[CH3:39])([CH3:37])[CH3:36])[CH2:21][NH:22][CH2:23][CH2:24][C:25]2[CH:30]=[CH:29][CH:28]=[C:27]([N+:31]([O-:33])=[O:32])[CH:26]=2)=[C:13]2[C:18]=1[NH:17][C:16](=[O:19])[CH:15]=[CH:14]2)[C:2]1[CH:7]=[CH:6][CH:5]=[CH:4][CH:3]=1.[C:42](O[C:42]([O:44][C:45]([CH3:48])([CH3:47])[CH3:46])=[O:43])([O:44][C:45]([CH3:48])([CH3:47])[CH3:46])=[O:43].C(N(CC)CC)C. Product: [C:45]([O:44][C:42](=[O:43])[N:22]([CH2:21][C@@H:20]([C:12]1[CH:11]=[CH:10][C:9]([O:8][CH2:1][C:2]2[CH:3]=[CH:4][CH:5]=[CH:6][CH:7]=2)=[C:18]2[C:13]=1[CH:14]=[CH:15][C:16](=[O:19])[NH:17]2)[O:34][Si:35]([C:38]([CH3:41])([CH3:40])[CH3:39])([CH3:37])[CH3:36])[CH2:23][CH2:24][C:25]1[CH:30]=[CH:29][CH:28]=[C:27]([N+:31]([O-:33])=[O:32])[CH:26]=1)([CH3:48])([CH3:47])[CH3:46]. The catalyst class is: 2. (3) Reactant: [F:1][C:2]1[CH:3]=[C:4]2[C:14](=[CH:15][C:16]=1[F:17])[C:8]1([CH2:13][CH2:12][O:11][CH2:10][CH2:9]1)[C:7](=[O:18])[C:6]([C:19](OCC)=[O:20])=[C:5]2[OH:24].C(N(C(C)C)C(C)C)C.Cl.[NH2:35][CH2:36][C:37]([O:39][C:40]([CH3:43])([CH3:42])[CH3:41])=[O:38]. Product: [F:1][C:2]1[CH:3]=[C:4]2[C:14](=[CH:15][C:16]=1[F:17])[C:8]1([CH2:9][CH2:10][O:11][CH2:12][CH2:13]1)[C:7](=[O:18])[C:6]([C:19]([NH:35][CH2:36][C:37]([O:39][C:40]([CH3:43])([CH3:42])[CH3:41])=[O:38])=[O:20])=[C:5]2[OH:24]. The catalyst class is: 225. (4) Reactant: [Br:1][C:2]1[S:3][C:4]([N:12]([C@H:15]2[CH2:20][CH2:19][C@H:18]([N:21]([CH3:23])[CH3:22])[CH2:17][CH2:16]2)[CH2:13][CH3:14])=[C:5]([CH3:11])[C:6]=1[C:7]([O:9]C)=[O:8].[OH-].[Na+].Cl. Product: [Br:1][C:2]1[S:3][C:4]([N:12]([C@H:15]2[CH2:16][CH2:17][C@H:18]([N:21]([CH3:23])[CH3:22])[CH2:19][CH2:20]2)[CH2:13][CH3:14])=[C:5]([CH3:11])[C:6]=1[C:7]([OH:9])=[O:8]. The catalyst class is: 92. (5) Reactant: [Br:1][C:2]1[CH:3]=[C:4]2[C:8](=[CH:9][CH:10]=1)[C:7](=[O:11])[NH:6][CH2:5]2.Br[CH2:13][C:14]1[CH:19]=[CH:18][C:17]([CH3:20])=[CH:16][CH:15]=1.C(=O)([O-])[O-].[Cs+].[Cs+].O. Product: [Br:1][C:2]1[CH:3]=[C:4]2[C:8](=[CH:9][CH:10]=1)[C:7](=[O:11])[N:6]([CH2:13][C:14]1[CH:19]=[CH:18][C:17]([CH3:20])=[CH:16][CH:15]=1)[CH2:5]2. The catalyst class is: 37. (6) Reactant: [C:1]([O:5][C:6]([N:8]1[CH2:11][CH:10]([CH2:12]OS(C)(=O)=O)[CH2:9]1)=[O:7])([CH3:4])([CH3:3])[CH3:2].[N-:18]=[N+:19]=[N-:20].[Na+].C(OCC)(=O)C. Product: [C:1]([O:5][C:6]([N:8]1[CH2:11][CH:10]([CH2:12][N:18]=[N+:19]=[N-:20])[CH2:9]1)=[O:7])([CH3:4])([CH3:3])[CH3:2]. The catalyst class is: 9.